This data is from NCI-60 drug combinations with 297,098 pairs across 59 cell lines. The task is: Regression. Given two drug SMILES strings and cell line genomic features, predict the synergy score measuring deviation from expected non-interaction effect. (1) Drug 1: C1CC(=O)NC(=O)C1N2CC3=C(C2=O)C=CC=C3N. Drug 2: CN(CCCl)CCCl.Cl. Cell line: HCT116. Synergy scores: CSS=24.0, Synergy_ZIP=-3.89, Synergy_Bliss=3.55, Synergy_Loewe=2.87, Synergy_HSA=3.06. (2) Drug 1: CC1=CC=C(C=C1)C2=CC(=NN2C3=CC=C(C=C3)S(=O)(=O)N)C(F)(F)F. Drug 2: CN1C2=C(C=C(C=C2)N(CCCl)CCCl)N=C1CCCC(=O)O.Cl. Cell line: SK-MEL-28. Synergy scores: CSS=2.58, Synergy_ZIP=1.09, Synergy_Bliss=4.10, Synergy_Loewe=2.32, Synergy_HSA=1.73. (3) Drug 1: CN1CCC(CC1)COC2=C(C=C3C(=C2)N=CN=C3NC4=C(C=C(C=C4)Br)F)OC. Drug 2: CC12CCC3C(C1CCC2OP(=O)(O)O)CCC4=C3C=CC(=C4)OC(=O)N(CCCl)CCCl.[Na+]. Cell line: BT-549. Synergy scores: CSS=-5.54, Synergy_ZIP=-2.05, Synergy_Bliss=-7.15, Synergy_Loewe=-10.4, Synergy_HSA=-9.66. (4) Drug 1: CC1=C2C(C(=O)C3(C(CC4C(C3C(C(C2(C)C)(CC1OC(=O)C(C(C5=CC=CC=C5)NC(=O)OC(C)(C)C)O)O)OC(=O)C6=CC=CC=C6)(CO4)OC(=O)C)O)C)O. Drug 2: CC1C(C(CC(O1)OC2CC(CC3=C2C(=C4C(=C3O)C(=O)C5=CC=CC=C5C4=O)O)(C(=O)C)O)N)O. Cell line: OVCAR-8. Synergy scores: CSS=44.7, Synergy_ZIP=-4.42, Synergy_Bliss=-0.600, Synergy_Loewe=1.93, Synergy_HSA=3.65. (5) Drug 1: C1=NC2=C(N=C(N=C2N1C3C(C(C(O3)CO)O)O)F)N. Drug 2: C1=CC=C(C(=C1)C(C2=CC=C(C=C2)Cl)C(Cl)Cl)Cl. Cell line: NCI-H522. Synergy scores: CSS=14.2, Synergy_ZIP=-4.19, Synergy_Bliss=0.472, Synergy_Loewe=-20.3, Synergy_HSA=-1.67. (6) Drug 1: CN(C)N=NC1=C(NC=N1)C(=O)N. Drug 2: CC1=C2C(C(=O)C3(C(CC4C(C3C(C(C2(C)C)(CC1OC(=O)C(C(C5=CC=CC=C5)NC(=O)OC(C)(C)C)O)O)OC(=O)C6=CC=CC=C6)(CO4)OC(=O)C)O)C)O. Cell line: K-562. Synergy scores: CSS=7.55, Synergy_ZIP=-3.15, Synergy_Bliss=-5.05, Synergy_Loewe=-31.7, Synergy_HSA=-5.75. (7) Cell line: HOP-92. Drug 1: CNC(=O)C1=CC=CC=C1SC2=CC3=C(C=C2)C(=NN3)C=CC4=CC=CC=N4. Synergy scores: CSS=22.1, Synergy_ZIP=-3.80, Synergy_Bliss=0.147, Synergy_Loewe=-14.5, Synergy_HSA=-0.165. Drug 2: CC1CCC2CC(C(=CC=CC=CC(CC(C(=O)C(C(C(=CC(C(=O)CC(OC(=O)C3CCCCN3C(=O)C(=O)C1(O2)O)C(C)CC4CCC(C(C4)OC)O)C)C)O)OC)C)C)C)OC.